Task: Predict the reaction yield, written as a fraction of the theoretical maximum amount of product (1.0 means a 100% yield; for example, 0.34 means a 34% yield).. Dataset: Reaction yield outcomes from USPTO patents with 853,638 reactions (1) The reactants are FC(F)(F)S(OS(C(F)(F)F)(=O)=O)(=O)=O.[CH3:16][O:17][C:18]1[N:23]=[CH:22][C:21]([N:24]2[C:28]([C:29]3[CH:34]=[CH:33][CH:32]=[CH:31][N:30]=3)=[CH:27][C:26]([C:35]([N:37]3[CH2:41][CH2:40][CH2:39][NH:38]3)=[O:36])=[N:25]2)=[CH:20][CH:19]=1.[C:42](=O)([O-])[OH:43].[Na+].C(OCC)(=O)C. The catalyst is CN(C)C1C=CN=CC=1.CN(C)C=O. The product is [CH3:16][O:17][C:18]1[N:23]=[CH:22][C:21]([N:24]2[C:28]([C:29]3[CH:34]=[CH:33][CH:32]=[CH:31][N:30]=3)=[CH:27][C:26]([C:35]([N:37]3[CH2:41][CH2:40][CH2:39][N:38]3[CH:42]=[O:43])=[O:36])=[N:25]2)=[CH:20][CH:19]=1. The yield is 0.590. (2) The reactants are [CH3:1][C:2]1[C:6]([CH3:7])=[C:5]([NH:8][C:9]2[C:18]3[C:13](=[CH:14][CH:15]=[C:16]([S:19][CH:20]4[CH2:25][CH2:24][O:23][CH2:22][CH2:21]4)[CH:17]=3)[N:12]=[CH:11][CH:10]=2)[NH:4][N:3]=1.I(O)(=O)(=O)=[O:27].C(=O)(O)[O-].[Na+].S(=O)(=O)(O)[O-].[Na+]. The catalyst is C1COCC1.[Fe](Cl)(Cl)Cl. The product is [CH3:1][C:2]1[C:6]([CH3:7])=[C:5]([NH:8][C:9]2[C:18]3[C:13](=[CH:14][CH:15]=[C:16]([S:19]([CH:20]4[CH2:25][CH2:24][O:23][CH2:22][CH2:21]4)=[O:27])[CH:17]=3)[N:12]=[CH:11][CH:10]=2)[NH:4][N:3]=1. The yield is 0.301. (3) The reactants are C1(C(N2C3C(=CC(C4C=CC=CC=4)=CC=3)CCC2CN2CCN(C3C=CC=C4C=3C=CN4)CC2)=O)CCCCC1.Br[C:42]1[CH:43]=[C:44]2[C:49](=[CH:50][CH:51]=1)[N:48]([C:52]([CH:54]1[CH2:59][CH2:58][CH2:57][CH2:56][CH2:55]1)=[O:53])[CH:47]([CH2:60][N:61]1[CH2:66][CH2:65][N:64]([C:67]3[CH:72]=[CH:71][C:70]([F:73])=[CH:69][C:68]=3[O:74][CH3:75])[CH2:63][CH2:62]1)[CH2:46][CH2:45]2.[CH3:76][C:77]1[C:81](B(O)O)=[C:80]([CH3:85])[O:79][N:78]=1. No catalyst specified. The product is [CH:54]1([C:52]([N:48]2[C:49]3[C:44](=[CH:43][C:42]([C:81]4[C:77]([CH3:76])=[N:78][O:79][C:80]=4[CH3:85])=[CH:51][CH:50]=3)[CH2:45][CH2:46][CH:47]2[CH2:60][N:61]2[CH2:62][CH2:63][N:64]([C:67]3[CH:72]=[CH:71][C:70]([F:73])=[CH:69][C:68]=3[O:74][CH3:75])[CH2:65][CH2:66]2)=[O:53])[CH2:59][CH2:58][CH2:57][CH2:56][CH2:55]1. The yield is 0.480. (4) The yield is 0.460. The catalyst is C(Cl)Cl. The product is [CH3:5][O:6][C:7](=[O:33])[CH2:8][O:9][CH2:10][C:11]#[C:12][CH2:13][N:14]1[C:19](=[O:20])[CH2:18][CH2:17][CH2:16][C@@H:15]1/[CH:21]=[CH:22]/[CH:23]([OH:32])[CH2:24][C:25]1[CH:30]=[CH:29][CH:28]=[C:27]([Cl:31])[CH:26]=1.[Cl:31][C:27]1[CH:26]=[C:25]([CH2:24][CH:23]([OH:32])/[CH:22]=[CH:21]/[C@@H:15]2[N:14]([CH2:13][C:12]#[C:11][CH2:10][O:9][CH2:8][CH2:7][OH:6])[C:19](=[O:20])[CH2:18][CH2:17][CH2:16]2)[CH:30]=[CH:29][CH:28]=1. The reactants are [BH4-].[Na+].CO.[CH3:5][O:6][C:7](=[O:33])[CH2:8][O:9][CH2:10][C:11]#[C:12][CH2:13][N:14]1[C:19](=[O:20])[CH2:18][CH2:17][CH2:16][C@@H:15]1/[CH:21]=[CH:22]/[C:23](=[O:32])[CH2:24][C:25]1[CH:30]=[CH:29][CH:28]=[C:27]([Cl:31])[CH:26]=1. (5) The reactants are [F-].C([N+](CCCC)(CCCC)CCCC)CCC.[Si]([O:26][CH2:27][C@H:28]([O:30][CH2:31][C@H:32]([O:44][C:45]1[N:50]=[CH:49][N:48]=[C:47]2[N:51]([C:54]3[C:59]([Cl:60])=[CH:58][CH:57]=[CH:56][N:55]=3)[N:52]=[CH:53][C:46]=12)[C:33]([NH:35][C:36]1[CH:41]=[CH:40][C:39]([C:42]#[N:43])=[CH:38][N:37]=1)=[O:34])[CH3:29])(C(C)(C)C)(C)C. The catalyst is C1COCC1. The product is [Cl:60][C:59]1[C:54]([N:51]2[C:47]3=[N:48][CH:49]=[N:50][C:45]([O:44][C@@H:32]([CH2:31][O:30][C@H:28]([CH3:29])[CH2:27][OH:26])[C:33]([NH:35][C:36]4[CH:41]=[CH:40][C:39]([C:42]#[N:43])=[CH:38][N:37]=4)=[O:34])=[C:46]3[CH:53]=[N:52]2)=[N:55][CH:56]=[CH:57][CH:58]=1. The yield is 0.296.